From a dataset of Forward reaction prediction with 1.9M reactions from USPTO patents (1976-2016). Predict the product of the given reaction. (1) Given the reactants [F:1][C:2]([F:18])([F:17])[C:3]1[NH:4][C:5]([C:14]([OH:16])=O)=[C:6]([C:8]2[CH:13]=[CH:12][CH:11]=[CH:10][CH:9]=2)[N:7]=1.Cl.C[N:21]([CH3:30])CCCN=C=NCC.[OH2:31].O[N:33]1[C:37]2[CH:38]=[CH:39][CH:40]=[CH:41][C:36]=2N=N1.[CH2:42]([N:44](CC)[CH2:45][CH3:46])[CH3:43], predict the reaction product. The product is: [F:17][C:2]([F:1])([F:18])[C:3]1[NH:4][C:5]([C:14]([N:44]2[CH2:45][CH2:46][N:33]([C:37]3[CH:36]=[C:41]([CH:40]=[CH:39][CH:38]=3)[C:30]([NH2:21])=[O:31])[CH2:43][CH2:42]2)=[O:16])=[C:6]([C:8]2[CH:9]=[CH:10][CH:11]=[CH:12][CH:13]=2)[N:7]=1. (2) Given the reactants COC(=O)[C@@H](N(C(OCC1C=CC=CC=1)=O)CC=O)C.N[C@H](CO)CCC(N1CCC2(CC2)[C@H](O)C1)=O.[CH2:38]([O:45][C:46]([N:48]1[C@@H:53]([CH3:54])[C:52](=[O:55])[N:51]2[C@@H:56]([CH2:59][CH2:60][C:61]([N:63]3[CH2:70][CH2:69][C:66]4([CH2:68][CH2:67]4)[C@H:65]([OH:71])[CH2:64]3)=[O:62])[CH2:57][O:58][C@H:50]2[CH2:49]1)=[O:47])[C:39]1[CH:44]=[CH:43][CH:42]=[CH:41][CH:40]=1, predict the reaction product. The product is: [CH2:38]([O:45][C:46]([N:48]1[C@@H:53]([CH3:54])[C:52](=[O:55])[N:51]2[C@@H:56]([CH2:59][CH2:60][C:61]([N:63]3[CH2:70][CH2:69][C:66]4([CH2:67][CH2:68]4)[C@H:65]([OH:71])[CH2:64]3)=[O:62])[CH2:57][O:58][C@@H:50]2[CH2:49]1)=[O:47])[C:39]1[CH:44]=[CH:43][CH:42]=[CH:41][CH:40]=1. (3) Given the reactants [H-].[Na+].CN(C)C=O.[CH3:8][C:9]([CH3:38])([CH2:14][O:15][C:16]1[CH:21]=[C:20]([CH3:22])[C:19]([C:23]2[CH:28]=[N:27][C:26]([C:29]3[NH:30][C:31]([C:34]([F:37])([F:36])[F:35])=[CH:32][N:33]=3)=[CH:25][N:24]=2)=[CH:18][N:17]=1)[C:10]([O:12][CH3:13])=[O:11].[CH3:39][Si:40]([CH3:47])([CH3:46])[CH2:41][CH2:42][O:43][CH2:44]Cl, predict the reaction product. The product is: [CH3:8][C:9]([CH3:38])([CH2:14][O:15][C:16]1[CH:21]=[C:20]([CH3:22])[C:19]([C:23]2[CH:28]=[N:27][C:26]([C:29]3[N:33]([CH2:44][O:43][CH2:42][CH2:41][Si:40]([CH3:47])([CH3:46])[CH3:39])[CH:32]=[C:31]([C:34]([F:35])([F:37])[F:36])[N:30]=3)=[CH:25][N:24]=2)=[CH:18][N:17]=1)[C:10]([O:12][CH3:13])=[O:11]. (4) The product is: [Cl:1][C:2]1[N:10]=[C:9]2[C:5]([N:6]=[CH:7][N:8]2[C@@H:11]2[CH2:15][C@H:14]([N:16]3[CH:22]=[C:21]([CH2:40][CH3:41])[CH:18]=[N:17]3)[C@@H:13]([OH:23])[C@H:12]2[OH:24])=[C:4]([NH:25][CH2:26][CH:27]([C:28]2[CH:29]=[CH:30][CH:31]=[CH:32][CH:33]=2)[C:34]2[CH:39]=[CH:38][CH:37]=[CH:36][CH:35]=2)[N:3]=1. Given the reactants [Cl:1][C:2]1[N:10]=[C:9]2[C:5]([N:6]=[CH:7][N:8]2[CH:11]2[CH2:15][CH:14]([N:16]3N=N[C:18]([CH2:21][CH3:22])=[N:17]3)[CH:13]([OH:23])[CH:12]2[OH:24])=[C:4]([NH:25][CH2:26][CH:27]([C:34]2[CH:39]=[CH:38][CH:37]=[CH:36][CH:35]=2)[C:28]2[CH:33]=[CH:32][CH:31]=[CH:30][CH:29]=2)[N:3]=1.[CH2:40](C1C=NNC=1)[CH3:41], predict the reaction product.